Dataset: Reaction yield outcomes from USPTO patents with 853,638 reactions. Task: Predict the reaction yield, written as a fraction of the theoretical maximum amount of product (1.0 means a 100% yield; for example, 0.34 means a 34% yield). The product is [CH3:1][O:2][C:3]1[CH:4]=[C:5]([C:19]2[CH:20]=[C:21]3[C:27]([C:28]4[CH:33]=[CH:32][CH:31]=[CH:30][C:29]=4[O:34][CH3:35])=[CH:26][NH:25][C:22]3=[N:23][CH:24]=2)[CH:6]=[CH:7][C:8]=1[OH:9]. The catalyst is C(OCC)(=O)C.C(Cl)Cl. The reactants are [CH3:1][O:2][C:3]1[CH:4]=[C:5]([C:19]2[CH:20]=[C:21]3[C:27]([C:28]4[CH:33]=[CH:32][CH:31]=[CH:30][C:29]=4[O:34][CH3:35])=[CH:26][NH:25][C:22]3=[N:23][CH:24]=2)[CH:6]=[CH:7][C:8]=1[O:9]CC1C=CC(OC)=CC=1.C1(S)C=CC=CC=1.FC(F)(F)C(O)=O.C(=O)(O)[O-].[Na+]. The yield is 0.860.